Predict which catalyst facilitates the given reaction. From a dataset of Catalyst prediction with 721,799 reactions and 888 catalyst types from USPTO. The catalyst class is: 63. Reactant: C(OC([N:11]1[C@H:16]([C:17]2[CH:22]=[C:21]([F:23])[C:20]([F:24])=[C:19]([F:25])[CH:18]=2)[CH2:15][O:14][CH2:13][C@@H:12]1[C:26](=[O:28])[CH3:27])=O)C1C=CC=CC=1. Product: [F:23][C:21]1[CH:22]=[C:17]([C@H:16]2[NH:11][C@@H:12]([C:26](=[O:28])[CH3:27])[CH2:13][O:14][CH2:15]2)[CH:18]=[C:19]([F:25])[C:20]=1[F:24].